From a dataset of Reaction yield outcomes from USPTO patents with 853,638 reactions. Predict the reaction yield, written as a fraction of the theoretical maximum amount of product (1.0 means a 100% yield; for example, 0.34 means a 34% yield). (1) The reactants are [OH:1][CH2:2][C:3]1[CH:8]=[CH:7][C:6]([C:9]2[CH:10]=[CH:11][C:12]([CH:15]=[O:16])=[N:13][CH:14]=2)=[CH:5][CH:4]=1.C(N(C(C)C)CC)(C)C.Cl[CH2:27][O:28][CH3:29].CCOC(C)=O.CCCCCC. The catalyst is C(Cl)Cl. The product is [CH3:27][O:28][CH2:29][O:1][CH2:2][C:3]1[CH:4]=[CH:5][C:6]([C:9]2[CH:10]=[CH:11][C:12]([CH:15]=[O:16])=[N:13][CH:14]=2)=[CH:7][CH:8]=1. The yield is 0.500. (2) The reactants are [Cl:1][C:2]1[CH:7]=[CH:6][C:5]([C:8]2[S:9][CH:10]=[CH:11][CH:12]=2)=[CH:4][CH:3]=1.C([Li])CCC.I[C:19]1[CH:29]=[CH:28][C:22]([C:23]([O:25][CH2:26][CH3:27])=[O:24])=[CH:21][CH:20]=1.Cl. The catalyst is O1CCCC1.[Cl-].[Zn+2].[Cl-].C1C=CC([P]([Pd]([P](C2C=CC=CC=2)(C2C=CC=CC=2)C2C=CC=CC=2)([P](C2C=CC=CC=2)(C2C=CC=CC=2)C2C=CC=CC=2)[P](C2C=CC=CC=2)(C2C=CC=CC=2)C2C=CC=CC=2)(C2C=CC=CC=2)C2C=CC=CC=2)=CC=1. The product is [Cl:1][C:2]1[CH:3]=[CH:4][C:5]([C:8]2[S:9][C:10]([C:19]3[CH:29]=[CH:28][C:22]([C:23]([O:25][CH2:26][CH3:27])=[O:24])=[CH:21][CH:20]=3)=[CH:11][CH:12]=2)=[CH:6][CH:7]=1. The yield is 0.450. (3) The reactants are Cl.[NH2:2][CH2:3][CH:4]1[CH2:13][CH2:12][CH2:11][C:10]2[CH:9]=[C:8]([N:14]3[C:19](=[O:20])[CH:18]=[N:17][C:16]4[CH:21]=[CH:22][C:23]([O:25][CH3:26])=[N:24][C:15]3=4)[CH:7]=[CH:6][C:5]1=2. The catalyst is CO.C(Cl)Cl. The product is [NH2:2][CH2:3][CH:4]1[CH2:13][CH2:12][CH2:11][C:10]2[CH:9]=[C:8]([N:14]3[C:19](=[O:20])[CH:18]=[N:17][C:16]4[CH:21]=[CH:22][C:23]([O:25][CH3:26])=[N:24][C:15]3=4)[CH:7]=[CH:6][C:5]1=2. The yield is 0.790.